From a dataset of Catalyst prediction with 721,799 reactions and 888 catalyst types from USPTO. Predict which catalyst facilitates the given reaction. Reactant: [F:1][C:2]([F:25])([F:24])[C:3]1[CH:4]=[C:5]([NH:13][C:14](=[O:23])[C:15]2[CH:20]=[C:19]([Cl:21])[CH:18]=[CH:17][C:16]=2[OH:22])[CH:6]=[C:7]([C:9]([F:12])([F:11])[F:10])[CH:8]=1.[CH2:26](Br)[C:27]1[CH:32]=[CH:31][CH:30]=[CH:29][CH:28]=1.C(=O)([O-])[O-].[K+].[K+]. Product: [CH2:26]([O:22][C:16]1[CH:17]=[CH:18][C:19]([Cl:21])=[CH:20][C:15]=1[C:14]([NH:13][C:5]1[CH:6]=[C:7]([C:9]([F:10])([F:11])[F:12])[CH:8]=[C:3]([C:2]([F:1])([F:24])[F:25])[CH:4]=1)=[O:23])[C:27]1[CH:32]=[CH:31][CH:30]=[CH:29][CH:28]=1. The catalyst class is: 9.